This data is from Catalyst prediction with 721,799 reactions and 888 catalyst types from USPTO. The task is: Predict which catalyst facilitates the given reaction. (1) The catalyst class is: 1. Product: [C:26]([O:28][C:2]1[CH:3]=[C:4]([N:10]2[C@@H:15]([CH3:16])[CH2:14][N:13]([C:17]([O:19][C:20]([CH3:23])([CH3:22])[CH3:21])=[O:18])[C@H:12]([CH3:24])[CH2:11]2)[CH:5]=[CH:6][C:7]=1[C:8]#[N:9])([CH3:29])([CH3:27])[CH3:25]. Reactant: F[C:2]1[CH:3]=[C:4]([N:10]2[C@@H:15]([CH3:16])[CH2:14][N:13]([C:17]([O:19][C:20]([CH3:23])([CH3:22])[CH3:21])=[O:18])[C@H:12]([CH3:24])[CH2:11]2)[CH:5]=[CH:6][C:7]=1[C:8]#[N:9].[CH3:25][C:26]([CH3:29])([O-:28])[CH3:27].[K+].[Cl-].[NH4+]. (2) Reactant: [Na+].C([C:4](CC)([C:8]([C:10]([OH:12])=[O:11])=O)[C:5]([O-])=[O:6])C.[OH-].[Na+].Cl.[CH:18]([NH2:20])=[NH:19].Cl. Product: [OH:6][C:5]1[N:20]=[CH:18][N:19]=[C:8]([C:10]([OH:12])=[O:11])[CH:4]=1. The catalyst class is: 6. (3) Reactant: [C:1]([O:5][C:6]([N:8]1[CH2:12][CH2:11][C@H:10]([C:13](O)=[O:14])[CH2:9]1)=[O:7])([CH3:4])([CH3:3])[CH3:2].O1CCCC1.B.CSC.CO. Product: [OH:14][CH2:13][C@H:10]1[CH2:11][CH2:12][N:8]([C:6]([O:5][C:1]([CH3:4])([CH3:3])[CH3:2])=[O:7])[CH2:9]1. The catalyst class is: 7. (4) Reactant: [NH2:1][C:2]1[C:6]2[CH:7]=[C:8]([Br:11])[CH:9]=[CH:10][C:5]=2[O:4][C:3]=1[C:12]([NH2:14])=[O:13].C1CCN2C(=NCCC2)CC1.[C:26](=S)=[S:27]. Product: [Br:11][C:8]1[CH:9]=[CH:10][C:5]2[O:4][C:3]3[C:12](=[O:13])[NH:14][C:26](=[S:27])[NH:1][C:2]=3[C:6]=2[CH:7]=1. The catalyst class is: 33. (5) Reactant: C(OC([N:8]1[CH2:16][C:15]2[C:10](=[CH:11][CH:12]=[C:13]([C:17]3[C:25]4[C:20](=[CH:21][C:22]([F:26])=[CH:23][CH:24]=4)[N:19](C(OC(C)(C)C)=O)[CH:18]=3)[CH:14]=2)[CH2:9]1)=O)(C)(C)C.C(O)(C(F)(F)F)=O. Product: [F:26][C:22]1[CH:21]=[C:20]2[C:25]([C:17]([C:13]3[CH:14]=[C:15]4[C:10](=[CH:11][CH:12]=3)[CH2:9][NH:8][CH2:16]4)=[CH:18][NH:19]2)=[CH:24][CH:23]=1. The catalyst class is: 2. (6) Reactant: [Cl:1][C:2]1[CH:7]=[CH:6][C:5]([O:8][C:9]2[CH:29]=[CH:28][C:12]([O:13][CH2:14][C@@H:15]3[CH2:19][CH2:18][CH2:17][N:16]3[C:20](=O)[CH2:21][CH2:22][C:23]([O:25][CH3:26])=[O:24])=[CH:11][CH:10]=2)=[CH:4][CH:3]=1. The catalyst class is: 1. Product: [Cl:1][C:2]1[CH:3]=[CH:4][C:5]([O:8][C:9]2[CH:29]=[CH:28][C:12]([O:13][CH2:14][C@@H:15]3[CH2:19][CH2:18][CH2:17][N:16]3[CH2:20][CH2:21][CH2:22][C:23]([O:25][CH3:26])=[O:24])=[CH:11][CH:10]=2)=[CH:6][CH:7]=1. (7) Reactant: [CH2:1]([O:3][C:4](=[O:15])[CH2:5][O:6][C:7]1[CH:12]=[CH:11][C:10]([SH:13])=[CH:9][C:8]=1C)[CH3:2].Br[CH:17]([CH2:21][CH2:22][CH3:23])[CH2:18][CH2:19][OH:20].C([O-])([O-])=O.[Cs+].[Cs+]. Product: [CH2:1]([O:3][C:4](=[O:15])[CH2:5][O:6][C:7]1[CH:8]=[CH:9][C:10]([S:13][CH:17]([CH2:18][CH2:19][OH:20])[CH2:21][CH2:22][CH3:23])=[CH:11][CH:12]=1)[CH3:2]. The catalyst class is: 3.